This data is from Full USPTO retrosynthesis dataset with 1.9M reactions from patents (1976-2016). The task is: Predict the reactants needed to synthesize the given product. (1) Given the product [CH3:5][C:2]([C:6]1[CH:11]=[CH:10][C:9]([C:12]([F:14])([F:15])[F:13])=[CH:8][C:7]=1[N+:16]([O-:18])=[O:17])([CH3:1])[CH2:3][NH2:4], predict the reactants needed to synthesize it. The reactants are: [CH3:1][C:2]([C:6]1[CH:11]=[CH:10][C:9]([C:12]([F:15])([F:14])[F:13])=[CH:8][C:7]=1[N+:16]([O-:18])=[O:17])([CH3:5])[C:3]#[N:4].B. (2) Given the product [Cl:1][C:2]1[CH:10]=[C:6]([C:7]([NH:28][C@H:29]([C:31]2[CH:40]=[CH:39][C:34]([C:35]([O:37][CH3:38])=[O:36])=[CH:33][CH:32]=2)[CH3:30])=[O:9])[C:5]([O:11][CH2:12][C:13]2[CH:18]=[CH:17][CH:16]=[CH:15][C:14]=2[Cl:19])=[N:4][CH:3]=1, predict the reactants needed to synthesize it. The reactants are: [Cl:1][C:2]1[CH:3]=[N:4][C:5]([O:11][CH2:12][C:13]2[CH:18]=[CH:17][CH:16]=[CH:15][C:14]=2[Cl:19])=[C:6]([CH:10]=1)[C:7]([OH:9])=O.ClC1C=CC(COC2C=CC(F)=CC=2F)=C(C=1)C([NH:28][C@H:29]([C:31]1[CH:40]=[CH:39][C:34]([C:35]([O:37][CH3:38])=[O:36])=[CH:33][CH:32]=1)[CH3:30])=O. (3) Given the product [CH2:22]([N:11]1[C:12]2[C:17](=[CH:16][CH:15]=[CH:14][C:13]=2[C:18]([F:21])([F:20])[F:19])[C:9]([C:6]2[CH:5]=[CH:4][C:3]([OH:2])=[CH:8][CH:7]=2)=[N:10]1)[CH2:23][CH3:24], predict the reactants needed to synthesize it. The reactants are: C[O:2][C:3]1[CH:8]=[CH:7][C:6]([C:9]2[C:17]3[C:12](=[C:13]([C:18]([F:21])([F:20])[F:19])[CH:14]=[CH:15][CH:16]=3)[N:11]([CH2:22][CH2:23][CH3:24])[N:10]=2)=[CH:5][CH:4]=1.B(Br)(Br)Br.C1CCCCC=1. (4) Given the product [CH3:5][O:6][C:7](=[O:18])[C:8]1[CH:13]=[CH:12][CH:11]=[C:10]([CH:14]([Br:2])[CH2:15][CH3:16])[CH:9]=1, predict the reactants needed to synthesize it. The reactants are: P(Br)(Br)[Br:2].[CH3:5][O:6][C:7](=[O:18])[C:8]1[CH:13]=[CH:12][CH:11]=[C:10]([CH:14](O)[CH2:15][CH3:16])[CH:9]=1.C([O-])(O)=O.[Na+]. (5) Given the product [F:32][C:31]([F:34])([F:33])[C:29]([O-:35])=[O:30].[NH:1]1[C:9]2[C:4](=[CH:5][CH:6]=[C:7](/[CH:10]=[C:11]3/[C:12](=[O:28])[NH:13][C:14]4[C:19]/3=[CH:18][C:17]([NH3+:20])=[CH:16][CH:15]=4)[CH:8]=2)[CH:3]=[N:2]1, predict the reactants needed to synthesize it. The reactants are: [NH:1]1[C:9]2[C:4](=[CH:5][CH:6]=[C:7](/[CH:10]=[C:11]3/[C:12](=[O:28])[NH:13][C:14]4[C:19]/3=[CH:18][C:17]([NH:20]C(=O)OC(C)(C)C)=[CH:16][CH:15]=4)[CH:8]=2)[CH:3]=[N:2]1.[C:29]([OH:35])([C:31]([F:34])([F:33])[F:32])=[O:30].